Task: Predict which catalyst facilitates the given reaction.. Dataset: Catalyst prediction with 721,799 reactions and 888 catalyst types from USPTO (1) Reactant: [NH2:1][CH:2]1[C:8]2=[N:9][C:10]([C:14]3[CH:19]=[CH:18][N:17]=[CH:16][N:15]=3)=[CH:11][C:12](=[O:13])[N:7]2[CH2:6][CH2:5][O:4][CH2:3]1.[CH:20](=O)[C:21]1[CH:26]=[CH:25][CH:24]=[CH:23][CH:22]=1.C(O[BH-](OC(=O)C)OC(=O)C)(=O)C.[Na+].C(O)(=O)C. Product: [CH2:20]([NH:1][CH:2]1[C:8]2=[N:9][C:10]([C:14]3[CH:19]=[CH:18][N:17]=[CH:16][N:15]=3)=[CH:11][C:12](=[O:13])[N:7]2[CH2:6][CH2:5][O:4][CH2:3]1)[C:21]1[CH:26]=[CH:25][CH:24]=[CH:23][CH:22]=1. The catalyst class is: 4. (2) Reactant: [C:1]([C:5]1[CH:12]=[CH:11][C:8]([CH:9]=O)=[CH:7][CH:6]=1)([CH3:4])([CH3:3])[CH3:2].[Cl:13][C:14]1[CH:19]=[CH:18][CH:17]=[C:16]([Cl:20])[C:15]=1[CH2:21][CH2:22][NH2:23].[BH4-].[Na+]. Product: [C:1]([C:5]1[CH:12]=[CH:11][C:8]([CH2:9][NH:23][CH2:22][CH2:21][C:15]2[C:16]([Cl:20])=[CH:17][CH:18]=[CH:19][C:14]=2[Cl:13])=[CH:7][CH:6]=1)([CH3:4])([CH3:3])[CH3:2]. The catalyst class is: 240. (3) Reactant: Cl[CH2:2][CH2:3][CH2:4]/[C:5](/[CH3:21])=[CH:6]/[CH2:7][C:8]1[C:13]([CH3:14])=[C:12]([O:15][CH3:16])[C:11]([CH3:17])=[C:10]([CH3:18])[C:9]=1[O:19][CH3:20].[Na+].[I-:23].CC(C)=O. Product: [I:23][CH2:2][CH2:3][CH2:4]/[C:5](/[CH3:21])=[CH:6]/[CH2:7][C:8]1[C:13]([CH3:14])=[C:12]([O:15][CH3:16])[C:11]([CH3:17])=[C:10]([CH3:18])[C:9]=1[O:19][CH3:20]. The catalyst class is: 6. (4) Reactant: [H-].[Na+].[H][H].[C:5]([O:14][CH2:15][CH:16]=[CH2:17])(=[O:13])[CH2:6][C:7]([O:9][CH2:10][CH:11]=[CH2:12])=[O:8].Br[CH2:19][CH2:20][C:21]1[CH:30]=[CH:29][C:24]([C:25]([O:27][CH3:28])=[O:26])=[CH:23][CH:22]=1.[Cl-].[NH4+]. Product: [CH3:28][O:27][C:25]([C:24]1[CH:29]=[CH:30][C:21]([CH2:20][CH2:19][CH:6]([C:7]([O:9][CH2:10][CH:11]=[CH2:12])=[O:8])[C:5]([O:14][CH2:15][CH:16]=[CH2:17])=[O:13])=[CH:22][CH:23]=1)=[O:26]. The catalyst class is: 12. (5) Reactant: C([O:8][C:9]1[CH:14]=[C:13]([Cl:15])[CH:12]=[CH:11][C:10]=1[C:16]1[N:20]=[C:19]([CH2:21][O:22][C:23]2[C:24]([F:33])=[C:25]([C:29]([F:32])=[CH:30][CH:31]=2)[C:26]([NH2:28])=[O:27])[S:18][N:17]=1)C1C=CC=CC=1.CS(O)(=O)=O.C([O-])(O)=O.[Na+]. Product: [Cl:15][C:13]1[CH:12]=[CH:11][C:10]([C:16]2[N:20]=[C:19]([CH2:21][O:22][C:23]3[C:24]([F:33])=[C:25]([C:29]([F:32])=[CH:30][CH:31]=3)[C:26]([NH2:28])=[O:27])[S:18][N:17]=2)=[C:9]([OH:8])[CH:14]=1. The catalyst class is: 4. (6) Reactant: [C:1]([C:4]1[CH:9]=[CH:8][C:7]([C:10]2[N:15]=[C:14]([NH:16][C:17]3[CH:18]=[C:19]4[C:23](=[CH:24][CH:25]=3)[N:22]([C:26]([O:28][C:29]([CH3:32])([CH3:31])[CH3:30])=[O:27])[N:21]=[CH:20]4)[CH:13]=[CH:12][N:11]=2)=[CH:6][CH:5]=1)(=O)[CH3:2].C([O-])(C)=O.[NH4+].[BH3-]C#[N:40].[Na+]. Product: [NH2:40][CH:1]([C:4]1[CH:5]=[CH:6][C:7]([C:10]2[N:15]=[C:14]([NH:16][C:17]3[CH:18]=[C:19]4[C:23](=[CH:24][CH:25]=3)[N:22]([C:26]([O:28][C:29]([CH3:32])([CH3:31])[CH3:30])=[O:27])[N:21]=[CH:20]4)[CH:13]=[CH:12][N:11]=2)=[CH:8][CH:9]=1)[CH3:2]. The catalyst class is: 5. (7) Reactant: [CH2:1]([C:4]1([C:19]2[CH:24]=[CH:23][CH:22]=[CH:21][CH:20]=2)[O:9][C:8](=[O:10])[N:7]([CH2:11][CH2:12][C:13]2[CH:18]=[CH:17][CH:16]=[CH:15][CH:14]=2)[CH2:6][CH2:5]1)[CH:2]=[CH2:3].B.C1C[O:29]CC1.[OH-].[Na+].OO.Cl. Product: [OH:29][CH2:3][CH2:2][CH2:1][C:4]1([C:19]2[CH:24]=[CH:23][CH:22]=[CH:21][CH:20]=2)[O:9][C:8](=[O:10])[N:7]([CH2:11][CH2:12][C:13]2[CH:14]=[CH:15][CH:16]=[CH:17][CH:18]=2)[CH2:6][CH2:5]1. The catalyst class is: 20. (8) Reactant: [Cl:1][C:2]1[CH:3]=[C:4]([CH:13]2[CH2:18][CH2:17][CH2:16][CH2:15][CH2:14]2)[C:5]2[O:9][CH:8]([CH2:10][OH:11])[CH2:7][C:6]=2[CH:12]=1.[C:19]1([CH3:29])[CH:24]=[CH:23][C:22]([S:25](Cl)(=[O:27])=[O:26])=[CH:21][CH:20]=1.C(N(C(C)C)CC)(C)C. Product: [CH3:29][C:19]1[CH:24]=[CH:23][C:22]([S:25]([O:11][CH2:10][CH:8]2[CH2:7][C:6]3[CH:12]=[C:2]([Cl:1])[CH:3]=[C:4]([CH:13]4[CH2:14][CH2:15][CH2:16][CH2:17][CH2:18]4)[C:5]=3[O:9]2)(=[O:27])=[O:26])=[CH:21][CH:20]=1. The catalyst class is: 277. (9) Reactant: [N:1]([CH2:4][C@H:5]1[O:12][C@H:9]([O:10]C)[C@H:8]([OH:13])[C@@H:7]([OH:14])[C@@H:6]1[OH:15])=[N+:2]=[N-:3]. Product: [N:1]([CH2:4][C@H:5]1[O:12][CH:9]([OH:10])[C@H:8]([OH:13])[C@@H:7]([OH:14])[C@@H:6]1[OH:15])=[N+:2]=[N-:3]. The catalyst class is: 6. (10) Reactant: [OH:1][C:2]1[CH:11]=[C:10]2[C:5]([CH2:6][C@@H:7]([C:33](=[O:45])[NH:34][C@H:35]3[C:44]4[C:39](=[CH:40][CH:41]=[CH:42][CH:43]=4)[CH2:38][CH2:37][CH2:36]3)[N:8]([C:12](=[O:32])[C@@H:13]([NH:18][C:19](=[O:31])[C@@H:20]([N:22]([CH3:30])[C:23](=[O:29])[O:24][C:25]([CH3:28])([CH3:27])[CH3:26])[CH3:21])[C:14]([CH3:17])([CH3:16])[CH3:15])[CH2:9]2)=[CH:4][CH:3]=1.[C:46](Cl)(=[O:56])[C:47]1[CH:55]=[CH:54][C:50]([C:51](Cl)=[O:52])=[CH:49][CH:48]=1.CCN(C(C)C)C(C)C.[NH2:67][C@@H:68]1[CH2:72][N:71]([C:73](=[O:93])[C@@H:74]([NH:79][C:80](=[O:92])[C@@H:81]([N:83]([CH3:91])[C:84](=[O:90])[O:85][C:86]([CH3:89])([CH3:88])[CH3:87])[CH3:82])[C:75]([CH3:78])([CH3:77])[CH3:76])[C@H:70]([C:94](=[O:106])[NH:95][C@H:96]2[C:105]3[C:100](=[CH:101][CH:102]=[CH:103][CH:104]=3)[CH2:99][CH2:98][CH2:97]2)[CH2:69]1. Product: [C:86]([O:85][C:84]([N:83]([CH3:91])[C@@H:81]([CH3:82])[C:80]([NH:79][C@@H:74]([C:75]([CH3:78])([CH3:77])[CH3:76])[C:73]([N:71]1[C@H:70]([C:94](=[O:106])[NH:95][C@H:96]2[C:105]3[C:100](=[CH:101][CH:102]=[CH:103][CH:104]=3)[CH2:99][CH2:98][CH2:97]2)[CH2:69][C@H:68]([NH:67][C:46]([C:47]2[CH:55]=[CH:54][C:50]([C:51]([O:1][C:2]3[CH:11]=[C:10]4[C:5]([CH2:6][C@@H:7]([C:33](=[O:45])[NH:34][C@H:35]5[C:44]6[C:39](=[CH:40][CH:41]=[CH:42][CH:43]=6)[CH2:38][CH2:37][CH2:36]5)[N:8]([C:12](=[O:32])[C@@H:13]([NH:18][C:19](=[O:31])[C@@H:20]([N:22]([C:23]([O:24][C:25]([CH3:27])([CH3:28])[CH3:26])=[O:29])[CH3:30])[CH3:21])[C:14]([CH3:15])([CH3:16])[CH3:17])[CH2:9]4)=[CH:4][CH:3]=3)=[O:52])=[CH:49][CH:48]=2)=[O:56])[CH2:72]1)=[O:93])=[O:92])=[O:90])([CH3:89])([CH3:88])[CH3:87]. The catalyst class is: 2.